From a dataset of Forward reaction prediction with 1.9M reactions from USPTO patents (1976-2016). Predict the product of the given reaction. Given the reactants [CH2:1]([O:8][C:9]1[CH:16]=[CH:15][C:12]([CH:13]=O)=[CH:11][CH:10]=1)[C:2]1[CH:7]=[CH:6][CH:5]=[CH:4][CH:3]=1.Cl.[CH3:18][O:19][C:20](=[O:23])[CH2:21][NH2:22].C(N(CC)CC)C, predict the reaction product. The product is: [CH3:18][O:19][C:20](=[O:23])[CH2:21][NH:22][CH2:13][C:12]1[CH:15]=[CH:16][C:9]([O:8][CH2:1][C:2]2[CH:7]=[CH:6][CH:5]=[CH:4][CH:3]=2)=[CH:10][CH:11]=1.